This data is from Forward reaction prediction with 1.9M reactions from USPTO patents (1976-2016). The task is: Predict the product of the given reaction. (1) Given the reactants [CH:1]([Mg]Br)=[CH2:2].[Br:5][C:6]1[CH:11]=[C:10]([N+:12]([O-])=O)[C:9]([Br:15])=[CH:8][N:7]=1.[Cl-].[NH4+].C(OCC)(=O)C, predict the reaction product. The product is: [Br:5][C:6]1[C:11]2[CH:1]=[CH:2][NH:12][C:10]=2[C:9]([Br:15])=[CH:8][N:7]=1. (2) Given the reactants [OH:1][C:2]1[CH:35]=[CH:34][C:5]([CH2:6][CH2:7][C:8]2[CH:13]=[CH:12][CH:11]=[CH:10][C:9]=2[C:14]2[N:19]=[C:18]([N:20]3[C:24]([C:25]([F:28])([F:27])[F:26])=[C:23]([C:29]([O:31][CH2:32][CH3:33])=[O:30])[CH:22]=[N:21]3)[CH:17]=[CH:16][CH:15]=2)=[C:4]([CH3:36])[CH:3]=1.C([O-])([O-])=O.[Cs+].[Cs+].Br[CH2:44][CH2:45][CH2:46][O:47][CH:48]1[CH2:53][CH2:52][CH2:51][CH2:50][O:49]1, predict the reaction product. The product is: [CH3:36][C:4]1[CH:3]=[C:2]([O:1][CH2:44][CH2:45][CH2:46][O:47][CH:48]2[CH2:53][CH2:52][CH2:51][CH2:50][O:49]2)[CH:35]=[CH:34][C:5]=1[CH2:6][CH2:7][C:8]1[CH:13]=[CH:12][CH:11]=[CH:10][C:9]=1[C:14]1[N:19]=[C:18]([N:20]2[C:24]([C:25]([F:28])([F:27])[F:26])=[C:23]([C:29]([O:31][CH2:32][CH3:33])=[O:30])[CH:22]=[N:21]2)[CH:17]=[CH:16][CH:15]=1. (3) Given the reactants Cl[C:2]1[CH:36]=[CH:35][C:34]([O:37][CH3:38])=[CH:33][C:3]=1[O:4][CH:5]([CH:30]([CH3:32])[CH3:31])[CH2:6][CH2:7][N:8]1[CH2:13][CH2:12][CH:11]([N:14]2[C:22]3[C:17](=[CH:18][CH:19]=[CH:20][CH:21]=3)[C:16]([CH2:24][C:25]([NH:27][CH3:28])=[O:26])([CH3:23])[C:15]2=[O:29])[CH2:10][CH2:9]1, predict the reaction product. The product is: [CH3:38][O:37][C:34]1[CH:33]=[C:3]([CH:2]=[CH:36][CH:35]=1)[O:4][CH:5]([CH:30]([CH3:31])[CH3:32])[CH2:6][CH2:7][N:8]1[CH2:9][CH2:10][CH:11]([N:14]2[C:22]3[C:17](=[CH:18][CH:19]=[CH:20][CH:21]=3)[C:16]([CH2:24][C:25]([NH:27][CH3:28])=[O:26])([CH3:23])[C:15]2=[O:29])[CH2:12][CH2:13]1. (4) Given the reactants [NH2:1][C:2]1[CH:7]=[CH:6][C:5]([C:8]2[CH:13]=[CH:12][C:11]([C:14]3[S:18][C:17]([C@@:19]4([CH2:27][C:28]([O:30][CH2:31][CH2:32][Si:33]([CH3:36])([CH3:35])[CH3:34])=[O:29])[CH2:24][CH2:23][CH2:22][CH2:21][S:20]4(=[O:26])=[O:25])=[CH:16][CH:15]=3)=[CH:10][CH:9]=2)=[CH:4][CH:3]=1.Cl[C:38]([O:40][CH3:41])=[O:39], predict the reaction product. The product is: [CH3:41][O:40][C:38]([NH:1][C:2]1[CH:7]=[CH:6][C:5]([C:8]2[CH:9]=[CH:10][C:11]([C:14]3[S:18][C:17]([C@@:19]4([CH2:27][C:28]([O:30][CH2:31][CH2:32][Si:33]([CH3:35])([CH3:34])[CH3:36])=[O:29])[CH2:24][CH2:23][CH2:22][CH2:21][S:20]4(=[O:25])=[O:26])=[CH:16][CH:15]=3)=[CH:12][CH:13]=2)=[CH:4][CH:3]=1)=[O:39]. (5) Given the reactants C(Cl)Cl.C([O:8][C:9]([C@@H:11]([NH:21][C:22](=[O:155])[NH:23][C@H:24]([C:148]([O:150]C(C)(C)C)=[O:149])[CH2:25][CH2:26][CH2:27][CH2:28][NH:29][C:30](=[O:147])[CH2:31][N:32]([CH2:70][CH2:71][N:72]([CH2:110][C:111](=[O:146])[NH:112][CH2:113][CH2:114][CH2:115][CH2:116][C@@H:117]([C:139]([O:141]C(C)(C)C)=[O:140])[NH:118][C:119](=[O:138])[NH:120][C@H:121]([C:131]([O:133]C(C)(C)C)=[O:132])[CH2:122][CH2:123][C:124](=[O:130])[O:125]C(C)(C)C)[CH2:73][C:74](=[O:109])[NH:75][CH2:76][CH2:77][CH2:78][CH2:79][C@@H:80]([C:102]([O:104]C(C)(C)C)=[O:103])[NH:81][C:82](=[O:101])[NH:83][C@H:84]([C:94]([O:96]C(C)(C)C)=[O:95])[CH2:85][CH2:86][C:87]([O:89]C(C)(C)C)=[O:88])[CH2:33][C:34](=[O:69])[NH:35][CH2:36][CH2:37][CH2:38][CH2:39][C@@H:40]([C:62]([O:64]C(C)(C)C)=[O:63])[NH:41][C:42](=[O:61])[NH:43][C@H:44]([C:54]([O:56]C(C)(C)C)=[O:55])[CH2:45][CH2:46][C:47]([O:49]C(C)(C)C)=[O:48])[CH2:12][CH2:13][C:14](=[O:20])[O:15]C(C)(C)C)=[O:10])(C)(C)C, predict the reaction product. The product is: [C:139]([C@@H:117]([NH:118][C:119]([NH:120][C@H:121]([C:131]([OH:133])=[O:132])[CH2:122][CH2:123][C:124]([OH:130])=[O:125])=[O:138])[CH2:116][CH2:115][CH2:114][CH2:113][NH:112][C:111](=[O:146])[CH2:110][N:72]([CH2:71][CH2:70][N:32]([CH2:33][C:34](=[O:69])[NH:35][CH2:36][CH2:37][CH2:38][CH2:39][C@H:40]([NH:41][C:42]([NH:43][C@H:44]([C:54]([OH:56])=[O:55])[CH2:45][CH2:46][C:47]([OH:49])=[O:48])=[O:61])[C:62]([OH:64])=[O:63])[CH2:31][C:30](=[O:147])[NH:29][CH2:28][CH2:27][CH2:26][CH2:25][C@@H:24]([C:148]([OH:150])=[O:149])[NH:23][C:22](=[O:155])[NH:21][C@H:11]([C:9]([OH:10])=[O:8])[CH2:12][CH2:13][C:14]([OH:20])=[O:15])[CH2:73][C:74](=[O:109])[NH:75][CH2:76][CH2:77][CH2:78][CH2:79][C@@H:80]([C:102]([OH:104])=[O:103])[NH:81][C:82](=[O:101])[NH:83][C@H:84]([C:94]([OH:96])=[O:95])[CH2:85][CH2:86][C:87]([OH:89])=[O:88])([OH:141])=[O:140]. (6) Given the reactants [C:1]([C:3]1[CH:8]=[CH:7][C:6]([CH2:9][CH2:10][C:11]([O:13][CH3:14])=[O:12])=[CH:5][CH:4]=1)#[CH:2].I[C:16]1[CH:21]=[CH:20][CH:19]=[CH:18][N:17]=1, predict the reaction product. The product is: [N:17]1[CH:18]=[CH:19][CH:20]=[CH:21][C:16]=1[C:2]#[C:1][C:3]1[CH:8]=[CH:7][C:6]([CH2:9][CH2:10][C:11]([O:13][CH3:14])=[O:12])=[CH:5][CH:4]=1. (7) Given the reactants [Cl:1][C:2]1[CH:3]=[C:4]2[C:9](=[CH:10][CH:11]=1)[N:8]=[CH:7][C:6]([N+]([O-])=O)=[C:5]2[OH:15].P(Br)(Br)([Br:18])=O, predict the reaction product. The product is: [Br:18][C:5]1([OH:15])[C:4]2[C:9](=[CH:10][CH:11]=[C:2]([Cl:1])[CH:3]=2)[N:8]=[CH:7][CH2:6]1.